Dataset: Reaction yield outcomes from USPTO patents with 853,638 reactions. Task: Predict the reaction yield, written as a fraction of the theoretical maximum amount of product (1.0 means a 100% yield; for example, 0.34 means a 34% yield). (1) The reactants are C(NC(C)C)(C)C.C([Li])CCC.[F:13][C:14]([F:27])([F:26])[S:15][C:16]1[CH:21]=[CH:20][C:19]([CH2:22][C:23]([OH:25])=[O:24])=[CH:18][CH:17]=1.I[CH2:29][CH:30]1[CH2:34][CH2:33][CH2:32][CH2:31]1. The catalyst is O1CCCC1.CN1CCCN(C)C1=O. The product is [CH:30]1([CH2:29][CH:22]([C:19]2[CH:18]=[CH:17][C:16]([S:15][C:14]([F:26])([F:13])[F:27])=[CH:21][CH:20]=2)[C:23]([OH:25])=[O:24])[CH2:34][CH2:33][CH2:32][CH2:31]1. The yield is 0.580. (2) The reactants are [C:1]([C:5]1[CH:12]=[CH:11][C:8]([CH:9]=O)=[CH:7][CH:6]=1)([CH3:4])([CH3:3])[CH3:2].Cl.[F:14][C:15]1[CH:16]=[C:17]([CH2:25][CH2:26][NH2:27])[CH:18]=[C:19]([C:21]([F:24])([F:23])[F:22])[CH:20]=1.C(=O)([O-])[O-].[K+].[K+].[BH4-].[Na+].Cl. The catalyst is CO. The product is [C:1]([C:5]1[CH:12]=[CH:11][C:8]([CH2:9][NH:27][CH2:26][CH2:25][C:17]2[CH:18]=[C:19]([C:21]([F:22])([F:23])[F:24])[CH:20]=[C:15]([F:14])[CH:16]=2)=[CH:7][CH:6]=1)([CH3:4])([CH3:3])[CH3:2]. The yield is 0.900. (3) The yield is 0.588. The catalyst is C(O)C. The product is [Br:1][C:2]1[C:3]([CH2:12][C:13]([O:15][CH2:16][CH3:17])=[O:14])=[CH:4][C:5]([NH:8][C:9]2[S:10][CH:19]=[C:20]([CH2:21][CH2:22][C:23]3[CH:28]=[CH:27][CH:26]=[CH:25][CH:24]=3)[N:11]=2)=[N:6][CH:7]=1. The reactants are [Br:1][C:2]1[C:3]([CH2:12][C:13]([O:15][CH2:16][CH3:17])=[O:14])=[CH:4][C:5]([NH:8][C:9]([NH2:11])=[S:10])=[N:6][CH:7]=1.Br[CH2:19][C:20](=O)[CH2:21][CH2:22][C:23]1[CH:28]=[CH:27][CH:26]=[CH:25][CH:24]=1.CCN(C(C)C)C(C)C.